This data is from Reaction yield outcomes from USPTO patents with 853,638 reactions. The task is: Predict the reaction yield, written as a fraction of the theoretical maximum amount of product (1.0 means a 100% yield; for example, 0.34 means a 34% yield). The reactants are [C:1]([O:5][C:6](=[O:31])[NH:7][C:8]1[S:9][C:10]2[CH:19]=[CH:18][C:17](=[O:20])[C:16]3[C:12](=[CH:13][N:14]([CH2:21][C:22]4[CH:27]=[CH:26][C:25]([O:28][CH3:29])=[CH:24][CH:23]=4)[N:15]=3)[C:11]=2[N:30]=1)([CH3:4])([CH3:3])[CH3:2]. The catalyst is CCOC(C)=O.O=[Pt]=O. The product is [C:1]([O:5][C:6](=[O:31])[NH:7][C:8]1[S:9][C:10]2[CH2:19][CH2:18][C:17](=[O:20])[C:16]3[C:12](=[CH:13][N:14]([CH2:21][C:22]4[CH:23]=[CH:24][C:25]([O:28][CH3:29])=[CH:26][CH:27]=4)[N:15]=3)[C:11]=2[N:30]=1)([CH3:4])([CH3:2])[CH3:3]. The yield is 0.280.